Dataset: Full USPTO retrosynthesis dataset with 1.9M reactions from patents (1976-2016). Task: Predict the reactants needed to synthesize the given product. (1) Given the product [CH2:9]1[C:10]2[C:15](=[CH:14][C:13]([O:17][C:18]3[CH:26]=[CH:25][C:21]([C:22]([NH2:24])=[O:23])=[CH:20][N:19]=3)=[CH:12][CH:11]=2)[CH2:16][NH:8]1, predict the reactants needed to synthesize it. The reactants are: C([N:8]1[CH2:16][C:15]2[C:10](=[CH:11][CH:12]=[C:13]([O:17][C:18]3[CH:26]=[CH:25][C:21]([C:22]([NH2:24])=[O:23])=[CH:20][N:19]=3)[CH:14]=2)[CH2:9]1)C1C=CC=CC=1. (2) Given the product [F:26][C:23]1[CH:24]=[CH:25][C:20]([C:9]2[CH2:10][CH2:11][CH2:12][C:13]3[CH:18]=[C:17]([OH:19])[CH:16]=[CH:15][C:14]=3[C:8]=2[CH2:7][CH2:6][CH2:5][CH2:4][CH2:3][CH2:2][N:29]([CH3:28])[CH2:30][CH2:31][CH2:32][CH2:33][S:34]([CH2:37][CH2:38][CH2:39][C:40]([F:46])([F:45])[C:41]([F:42])([F:43])[F:44])(=[O:36])=[O:35])=[CH:21][C:22]=1[OH:27], predict the reactants needed to synthesize it. The reactants are: Br[CH2:2][CH2:3][CH2:4][CH2:5][CH2:6][CH2:7][C:8]1[C:14]2[CH:15]=[CH:16][C:17]([OH:19])=[CH:18][C:13]=2[CH2:12][CH2:11][CH2:10][C:9]=1[C:20]1[CH:25]=[CH:24][C:23]([F:26])=[C:22]([OH:27])[CH:21]=1.[CH3:28][NH:29][CH2:30][CH2:31][CH2:32][CH2:33][S:34]([CH2:37][CH2:38][CH2:39][C:40]([F:46])([F:45])[C:41]([F:44])([F:43])[F:42])(=[O:36])=[O:35]. (3) Given the product [CH3:18][C:13]1[CH:14]=[C:7]([CH:16]=[C:11]([CH3:10])[CH:12]=1)[C:6]#[N:5], predict the reactants needed to synthesize it. The reactants are: [C-]#N.[Na+].C[NH:5][CH2:6][CH2:7]NC.[CH2:10](O)[C:11]1[CH:16]=C[CH:14]=[CH:13][CH:12]=1.[CH3:18]CCCCCCCCCCC.[OH-].[NH4+]. (4) Given the product [Br:13][CH:9]([CH3:10])[C:8]([C:5]1[CH:6]=[N:7][C:2]([Cl:1])=[CH:3][C:4]=1[CH3:12])=[O:11], predict the reactants needed to synthesize it. The reactants are: [Cl:1][C:2]1[N:7]=[CH:6][C:5]([C:8](=[O:11])[CH2:9][CH3:10])=[C:4]([CH3:12])[CH:3]=1.[BrH:13].BrBr.C([O-])([O-])=O.[Na+].[Na+]. (5) Given the product [CH3:21][C@H:19]1[O:20][C@H:15]([O:14][C@H:11]2[C@H:10]([OH:26])[C@@H:9]([O:27][C@H:28]3[O:33][C@H:32]([CH2:34][OH:35])[C@@H:31]([OH:36])[C@H:30]([NH2:37])[C@H:29]3[OH:38])[C@H:8]([NH2:39])[CH2:7][C@@H:12]2[NH2:13])[CH2:16][C@@H:17]([OH:24])[C@@H:18]1[OH:23].[CH3:40][CH2:41][N:42]1[C:48]2[N:49]=[C:50]([CH3:53])[CH:51]=[CH:52][C:47]=2[C:45](=[O:46])[C:44]([C:54]([OH:56])=[O:55])=[CH:43]1, predict the reactants needed to synthesize it. The reactants are: [O-]S([O-])(=O)=O.[Mg+2].[CH2:7]1[C@H:12]([NH2:13])[C@@H:11]([O:14][C@H:15]2[O:20][C@H:19]([CH2:21]N)[C@@H:18]([OH:23])[C@H:17]([OH:24])[C@H:16]2O)[C@H:10]([OH:26])[C@@H:9]([O:27][C@H:28]2[O:33][C@H:32]([CH2:34][OH:35])[C@@H:31]([OH:36])[C@H:30]([NH2:37])[C@H:29]2[OH:38])[C@@H:8]1[NH2:39].[CH3:40][CH2:41][N:42]1[C:48]2[N:49]=[C:50]([CH3:53])[CH:51]=[CH:52][C:47]=2[C:45](=[O:46])[C:44]([C:54]([OH:56])=[O:55])=[CH:43]1. (6) The reactants are: [CH3:1][N:2]1[N:6]=[N:5][C:4]([C:7]2[CH:12]=[CH:11][C:10]([CH2:13][N:14]3[CH2:19][CH2:18][C:17](=[O:20])[CH2:16][CH2:15]3)=[CH:9][CH:8]=2)=[N:3]1.[C-:21]#[N:22].[Na+].Cl.C(OCC)(=O)C. Given the product [OH:20][C:17]1([C:21]#[N:22])[CH2:18][CH2:19][N:14]([CH2:13][C:10]2[CH:9]=[CH:8][C:7]([C:4]3[N:5]=[N:6][N:2]([CH3:1])[N:3]=3)=[CH:12][CH:11]=2)[CH2:15][CH2:16]1, predict the reactants needed to synthesize it.